Dataset: Forward reaction prediction with 1.9M reactions from USPTO patents (1976-2016). Task: Predict the product of the given reaction. (1) Given the reactants [NH:1]([C:3]([CH:5]1[CH2:10][CH2:9][N:8]([C:11](OC(C)(C)C)=O)[CH2:7][CH2:6]1)=O)[NH2:2].[N:18]1[CH:23]=[CH:22][CH:21]=[CH:20][C:19]=1[C:24]#[N:25].[C:26]1([C:32]2[C:33]([C:47]3[CH:54]=[CH:53][C:50](C=O)=[CH:49][CH:48]=3)=[N:34][C:35]3[N:36]([N:38]=[C:39]([C:41]#[C:42][Si](C)(C)C)[N:40]=3)[CH:37]=2)[CH:31]=[CH:30][CH:29]=[CH:28][CH:27]=1.[BH-](OC(C)=O)(OC(C)=O)OC(C)=O.[Na+], predict the reaction product. The product is: [C:41]([C:39]1[N:40]=[C:35]2[N:34]=[C:33]([C:47]3[CH:54]=[CH:53][C:50]([CH2:11][N:8]4[CH2:7][CH2:6][CH:5]([C:3]5[N:25]=[C:24]([C:19]6[CH:20]=[CH:21][CH:22]=[CH:23][N:18]=6)[NH:2][N:1]=5)[CH2:10][CH2:9]4)=[CH:49][CH:48]=3)[C:32]([C:26]3[CH:31]=[CH:30][CH:29]=[CH:28][CH:27]=3)=[CH:37][N:36]2[N:38]=1)#[CH:42]. (2) Given the reactants [F:1][C:2]1[CH:25]=[CH:24][C:5]([CH2:6][N:7]2[C:20](=[O:21])[C:19]3[C:18]([OH:22])=[C:17]4[C:12]([CH:13]=[CH:14][CH:15]=[N:16]4)=[CH:11][C:10]=3[CH2:9][C:8]2=[O:23])=[CH:4][CH:3]=1.Cl[Si:27]([CH:34]([CH3:36])[CH3:35])([CH:31]([CH3:33])[CH3:32])[CH:28]([CH3:30])[CH3:29].N1C=CN=C1, predict the reaction product. The product is: [F:1][C:2]1[CH:3]=[CH:4][C:5]([CH2:6][N:7]2[C:20](=[O:21])[C:19]3[C:18]([O:22][Si:27]([CH:34]([CH3:36])[CH3:35])([CH:31]([CH3:33])[CH3:32])[CH:28]([CH3:30])[CH3:29])=[C:17]4[C:12]([CH:13]=[CH:14][CH:15]=[N:16]4)=[CH:11][C:10]=3[CH2:9][C:8]2=[O:23])=[CH:24][CH:25]=1. (3) The product is: [ClH:7].[NH2:22][C:19]1[CH:20]=[CH:21][C:16]([O:15][C:9]([F:8])([F:25])[C:10]([O:12][CH2:13][CH3:14])=[O:11])=[CH:17][CH:18]=1. Given the reactants C(OCC)(=O)C.[ClH:7].[F:8][C:9]([F:25])([O:15][C:16]1[CH:21]=[CH:20][C:19]([N+:22]([O-])=O)=[CH:18][CH:17]=1)[C:10]([O:12][CH2:13][CH3:14])=[O:11], predict the reaction product. (4) Given the reactants [CH3:1][O:2][CH:3]1[CH2:6][NH:5][CH2:4]1.[CH:7]([N:10]1[CH2:15][CH2:14][CH:13]([NH:16][C:17]([C:19]2[N:20]([CH2:31][C:32]3[CH:37]=[CH:36][CH:35]=[C:34]([O:38][CH3:39])[CH:33]=3)[C:21]3[CH:22]=[CH:23][CH:24]=[C:25]([C:28](O)=[O:29])[C:26]=3[CH:27]=2)=[O:18])[CH2:12][CH2:11]1)([CH3:9])[CH3:8].ClC1SC(C2ON=C(CN3C4C(=CC(C(O)=O)=CC=4)C=C3C(=O)NC3CCN(C(C)C)CC3)C=2)=CC=1, predict the reaction product. The product is: [CH:7]([N:10]1[CH2:15][CH2:14][CH:13]([NH:16][C:17]([C:19]2[N:20]([CH2:31][C:32]3[CH:37]=[CH:36][CH:35]=[C:34]([O:38][CH3:39])[CH:33]=3)[C:21]3[C:26]([CH:27]=2)=[C:25]([C:28]([N:5]2[CH2:6][CH:3]([O:2][CH3:1])[CH2:4]2)=[O:29])[CH:24]=[CH:23][CH:22]=3)=[O:18])[CH2:12][CH2:11]1)([CH3:9])[CH3:8]. (5) Given the reactants C(OC(=O)[NH:7][CH2:8][CH2:9][CH2:10][NH:11][C:12]([C:14]1[C:15]2[CH2:31][O:30][C:29]3[CH:28]=[C:27]([O:32][CH3:33])[C:26]([O:34][CH:35]([CH3:37])[CH3:36])=[CH:25][C:24]=3[C:16]=2[N:17]([C:19]2[CH:23]=[CH:22][S:21][CH:20]=2)[N:18]=1)=[O:13])(C)(C)C.CO.Cl.O1CCOCC1, predict the reaction product. The product is: [NH2:7][CH2:8][CH2:9][CH2:10][NH:11][C:12]([C:14]1[C:15]2[CH2:31][O:30][C:29]3[CH:28]=[C:27]([O:32][CH3:33])[C:26]([O:34][CH:35]([CH3:37])[CH3:36])=[CH:25][C:24]=3[C:16]=2[N:17]([C:19]2[CH:23]=[CH:22][S:21][CH:20]=2)[N:18]=1)=[O:13].